Dataset: Forward reaction prediction with 1.9M reactions from USPTO patents (1976-2016). Task: Predict the product of the given reaction. (1) Given the reactants [F:1][C:2]1[CH:7]=[CH:6][CH:5]=[CH:4][C:3]=1[C:8]1[C:12]([C:13]([OH:15])=O)=[C:11]([CH3:16])[O:10][N:9]=1.Cl.C(N=C=NCCCN(C)C)C.[Cl:29][C:30]1[CH:31]=[C:32]([N:37]2[CH2:42][CH2:41][NH:40][CH2:39][CH2:38]2)[CH:33]=[CH:34][C:35]=1[Cl:36], predict the reaction product. The product is: [Cl:29][C:30]1[CH:31]=[C:32]([N:37]2[CH2:42][CH2:41][N:40]([C:13]([C:12]3[C:8]([C:3]4[CH:4]=[CH:5][CH:6]=[CH:7][C:2]=4[F:1])=[N:9][O:10][C:11]=3[CH3:16])=[O:15])[CH2:39][CH2:38]2)[CH:33]=[CH:34][C:35]=1[Cl:36]. (2) Given the reactants [CH3:1][NH:2][S:3]([CH2:6][C@H:7]1[CH2:12][CH2:11][C@H:10]([NH:13][C:14]2[C:19]([N+:20]([O-])=O)=[CH:18][N:17]=[C:16]3[CH:23]=[CH:24][S:25][C:15]=23)[CH2:9][CH2:8]1)(=[O:5])=[O:4], predict the reaction product. The product is: [NH2:20][C:19]1[C:14]([NH:13][C@H:10]2[CH2:9][CH2:8][C@H:7]([CH2:6][S:3]([NH:2][CH3:1])(=[O:5])=[O:4])[CH2:12][CH2:11]2)=[C:15]2[S:25][CH:24]=[CH:23][C:16]2=[N:17][CH:18]=1.